From a dataset of Reaction yield outcomes from USPTO patents with 853,638 reactions. Predict the reaction yield, written as a fraction of the theoretical maximum amount of product (1.0 means a 100% yield; for example, 0.34 means a 34% yield). (1) The reactants are O[CH2:2][C:3]1[CH:12]=[N:11][C:10]2[N:9]3[CH2:13][CH2:14][O:15][CH2:16][CH:8]3[C:7](=[O:17])[NH:6][C:5]=2[CH:4]=1.[I-].C(C[P+](C)(C)C)#N.C(N(C(C)C)C(C)C)C.[N:35]1([C:41]2[CH:48]=[CH:47][C:44]([C:45]#[N:46])=[CH:43][N:42]=2)[CH2:40][CH2:39][NH:38][CH2:37][CH2:36]1. The catalyst is C(#N)CC. The product is [O:17]=[C:7]1[NH:6][C:5]2[CH:4]=[C:3]([CH2:2][N:38]3[CH2:39][CH2:40][N:35]([C:41]4[CH:48]=[CH:47][C:44]([C:45]#[N:46])=[CH:43][N:42]=4)[CH2:36][CH2:37]3)[CH:12]=[N:11][C:10]=2[N:9]2[CH2:13][CH2:14][O:15][CH2:16][CH:8]12. The yield is 0.601. (2) The reactants are [CH3:1][O:2][C:3](=[O:17])[C:4]1[CH:9]=[C:8]([C:10]#[CH:11])[C:7]([C:12]([F:15])([F:14])[F:13])=[CH:6][C:5]=1[NH2:16].[N:18]1[CH:23]=[CH:22]N=N[N:19]=1. The catalyst is ClCCCl. The product is [CH3:1][O:2][C:3](=[O:17])[C:4]1[CH:9]=[C:8]([C:10]2[CH:22]=[CH:23][N:18]=[N:19][CH:11]=2)[C:7]([C:12]([F:13])([F:15])[F:14])=[CH:6][C:5]=1[NH2:16]. The yield is 0.400. (3) The reactants are [N-:1]=[N+]=[N-].[Na+].Br[CH2:6][C:7]1[CH:12]=[CH:11][C:10]([O:13][CH2:14][C:15]([F:18])([F:17])[F:16])=[CH:9][N:8]=1. The catalyst is CN(C=O)C.CCOC(C)=O. The product is [NH2:1][CH2:6][C:7]1[CH:12]=[CH:11][C:10]([O:13][CH2:14][C:15]([F:18])([F:17])[F:16])=[CH:9][N:8]=1. The yield is 0.540.